From a dataset of Reaction yield outcomes from USPTO patents with 853,638 reactions. Predict the reaction yield, written as a fraction of the theoretical maximum amount of product (1.0 means a 100% yield; for example, 0.34 means a 34% yield). The reactants are [F:1][C:2]([F:21])([F:20])[C:3]1[CH:8]=[CH:7][C:6]([CH:9]2[CH2:14][C:13](=[O:15])[NH:12][C:11]([CH3:16])=[C:10]2[C:17](O)=[O:18])=[CH:5][CH:4]=1.[NH:22]1[C:30]2[C:25](=[CH:26][C:27]([NH2:31])=[CH:28][CH:29]=2)[CH:24]=[N:23]1.C(Cl)CCl.CCN(CC)CC. The catalyst is CN(C=O)C.CCOC(C)=O.Cl. The product is [NH:22]1[C:30]2[C:25](=[CH:26][C:27]([NH:31][C:17]([C:10]3[CH:9]([C:6]4[CH:5]=[CH:4][C:3]([C:2]([F:20])([F:21])[F:1])=[CH:8][CH:7]=4)[CH2:14][C:13](=[O:15])[NH:12][C:11]=3[CH3:16])=[O:18])=[CH:28][CH:29]=2)[CH:24]=[N:23]1. The yield is 0.330.